This data is from Reaction yield outcomes from USPTO patents with 853,638 reactions. The task is: Predict the reaction yield, written as a fraction of the theoretical maximum amount of product (1.0 means a 100% yield; for example, 0.34 means a 34% yield). (1) The reactants are [CH3:1][C:2]([CH2:10][CH2:11][CH2:12][CH:13]([CH3:20])[CH2:14][CH2:15][CH2:16][CH:17]([CH3:19])[CH3:18])=[CH:3][CH2:4][CH2:5][C:6]([O:8][CH3:9])=[O:7].[CH2:21]([OH:28])[C@@H:22]([C@@H:24](CO)[OH:25])[OH:23].C(=O)([O-])[O-].[K+].[K+].Cl. The catalyst is CN(C)C=O. The product is [CH3:1][C:2]([CH2:10][CH2:11][CH2:12][CH:13]([CH3:20])[CH2:14][CH2:15][CH2:16][CH:17]([CH3:19])[CH3:18])=[CH:3][CH2:4][CH2:5][C:6]([O:8][CH2:9][C@@H:21]([C@@H:22]([CH2:24][OH:25])[OH:23])[OH:28])=[O:7]. The yield is 0.210. (2) The reactants are [F:1][C:2]1[CH:7]=[CH:6][C:5]([C:8]2[C:9]([CH:14]3[CH2:17][N:16]([C:18]4[CH:27]=[CH:26][C:25]5[C:20](=[CH:21][CH:22]=[CH:23][CH:24]=5)[N:19]=4)[CH2:15]3)=[N:10][CH:11]=[CH:12][N:13]=2)=[CH:4][C:3]=1[O:28]C.B(Br)(Br)Br. The catalyst is ClCCCl.O. The product is [F:1][C:2]1[CH:7]=[CH:6][C:5]([C:8]2[C:9]([CH:14]3[CH2:17][N:16]([C:18]4[CH:27]=[CH:26][C:25]5[C:20](=[CH:21][CH:22]=[CH:23][CH:24]=5)[N:19]=4)[CH2:15]3)=[N:10][CH:11]=[CH:12][N:13]=2)=[CH:4][C:3]=1[OH:28]. The yield is 0.620. (3) The reactants are [F:1][CH:2]([F:13])[C:3]1[C:7]([C:8](Cl)=[O:9])=[C:6]([F:11])[N:5]([CH3:12])[N:4]=1.[CH2:14]1[C:22]2[C:17](=[CH:18][CH:19]=[CH:20][CH:21]=2)[CH2:16][CH:15]1[CH:23]([NH:25][CH:26]1[CH2:28][CH2:27]1)[CH3:24].C(N(CC)CC)C. The catalyst is O1CCCC1. The product is [CH:26]1([N:25]([CH:23]([CH:15]2[CH2:16][C:17]3[C:22](=[CH:21][CH:20]=[CH:19][CH:18]=3)[CH2:14]2)[CH3:24])[C:8]([C:7]2[C:3]([CH:2]([F:13])[F:1])=[N:4][N:5]([CH3:12])[C:6]=2[F:11])=[O:9])[CH2:28][CH2:27]1. The yield is 0.300.